Task: Predict which catalyst facilitates the given reaction.. Dataset: Catalyst prediction with 721,799 reactions and 888 catalyst types from USPTO (1) Reactant: C([O:3][C:4](=[O:12])[C:5]([F:11])([F:10])[CH:6]([OH:9])[CH2:7][CH3:8])C.CO.[OH-].[Na+].Cl. Product: [F:10][C:5]([F:11])([CH:6]([OH:9])[CH2:7][CH3:8])[C:4]([OH:12])=[O:3]. The catalyst class is: 6. (2) Reactant: [Br:1][C:2]1[N:6]2[C:7](=[O:13])[CH:8]=[C:9]([CH2:11]Cl)[N:10]=[C:5]2[S:4][C:3]=1[C:14]([F:17])([F:16])[F:15].[C:18](=O)([O-])[O-].[Na+].[Na+].[Cl:24][C:25]1[NH:29][N:28]=[C:27]([C:30]([F:33])([F:32])[F:31])[CH:26]=1. Product: [F:31][C:30]([CH:14]([C:3]1[S:4][C:5]2=[N:10][CH:9]=[CH:8][C:7](=[O:13])[N:6]2[CH:2]=1)[CH3:18])([F:33])[F:32].[Br:1][C:2]1[N:6]2[C:7](=[O:13])[CH:8]=[C:9]([CH2:11][N:28]3[C:27]([C:30]([F:33])([F:32])[F:31])=[CH:26][C:25]([Cl:24])=[N:29]3)[N:10]=[C:5]2[S:4][C:3]=1[C:14]([F:17])([F:16])[F:15]. The catalyst class is: 10. (3) Reactant: [Cl:1][C:2]1[CH:3]=[C:4]([CH2:14][CH2:15][C:16]([C:18]2[S:19][C:20]([CH3:29])=[C:21]3[CH2:26][C:25]([CH3:28])([CH3:27])[CH2:24][CH2:23][C:22]=23)=[O:17])[CH:5]=[C:6]([O:12][CH3:13])[C:7]=1[O:8][CH2:9][CH2:10][OH:11].CCN(C(C)C)C(C)C.[CH3:39][S:40](Cl)(=[O:42])=[O:41]. Product: [Cl:1][C:2]1[CH:3]=[C:4]([CH2:14][CH2:15][C:16](=[O:17])[C:18]2[S:19][C:20]([CH3:29])=[C:21]3[CH2:26][C:25]([CH3:27])([CH3:28])[CH2:24][CH2:23][C:22]=23)[CH:5]=[C:6]([O:12][CH3:13])[C:7]=1[O:8][CH2:9][CH2:10][O:11][S:40]([CH3:39])(=[O:42])=[O:41]. The catalyst class is: 2. (4) Reactant: [Br:1][C:2]1[C:7](=[O:8])[N:6]([C:9]2[CH:10]=[C:11]([CH:15]=[CH:16][C:17]=2[CH3:18])[C:12](O)=[O:13])[C:5]([CH3:19])=[N:4][C:3]=1[O:20][CH2:21][C:22]1[CH:27]=[CH:26][C:25]([F:28])=[CH:24][C:23]=1[F:29].[C:30](N1C=CN=C1)(N1C=CN=C1)=O.Cl.[CH3:43][N:44](C)[OH:45].C(N(CC)CC)C. Product: [Br:1][C:2]1[C:7](=[O:8])[N:6]([C:9]2[CH:10]=[C:11]([CH:15]=[CH:16][C:17]=2[CH3:18])[C:12]([N:44]([O:45][CH3:30])[CH3:43])=[O:13])[C:5]([CH3:19])=[N:4][C:3]=1[O:20][CH2:21][C:22]1[CH:27]=[CH:26][C:25]([F:28])=[CH:24][C:23]=1[F:29]. The catalyst class is: 7. (5) Reactant: [Br:1][C:2]1[N:3]=[CH:4][NH:5][CH:6]=1.[C:7]1(B(O)O)[CH:12]=[CH:11][CH:10]=[CH:9][CH:8]=1.N1C=CC=CC=1. Product: [Br:1][C:2]1[N:3]=[CH:4][N:5]([C:7]2[CH:12]=[CH:11][CH:10]=[CH:9][CH:8]=2)[CH:6]=1. The catalyst class is: 4. (6) Reactant: C(OC([NH:8][C:9]([CH3:34])([CH3:33])[C@H:10]([NH:15][C:16](=[O:32])[C:17]1[CH:22]=[CH:21][C:20]([C:23]#[C:24][C:25]#[C:26][CH2:27][C@H:28]([OH:31])[CH2:29][OH:30])=[CH:19][CH:18]=1)[C:11]([O:13][CH3:14])=[O:12])=O)(C)(C)C.CO.[ClH:37]. Product: [ClH:37].[NH2:8][C:9]([CH3:34])([CH3:33])[C@H:10]([NH:15][C:16](=[O:32])[C:17]1[CH:22]=[CH:21][C:20]([C:23]#[C:24][C:25]#[C:26][CH2:27][C@H:28]([OH:31])[CH2:29][OH:30])=[CH:19][CH:18]=1)[C:11]([O:13][CH3:14])=[O:12]. The catalyst class is: 275. (7) The catalyst class is: 8. Product: [C:43]1([CH3:53])[CH:44]=[CH:45][C:46]([S:49]([OH:52])(=[O:50])=[O:51])=[CH:47][CH:48]=1.[CH:1]1([C:4]([NH:6][C:7]2[N:8]=[C:9]3[CH:14]=[CH:13][C:12]([O:15][C:16]4[CH:21]=[CH:20][C:19]([NH:22][C:23]([C:25]5[N+:26]([O-:39])=[C:27]([C:32]6[CH:37]=[CH:36][CH:35]=[C:34]([F:38])[CH:33]=6)[C:28]([CH3:31])=[CH:29][CH:30]=5)=[O:24])=[CH:18][C:17]=4[F:40])=[CH:11][N:10]3[CH:41]=2)=[O:5])[CH2:3][CH2:2]1. Reactant: [CH:1]1([C:4]([NH:6][C:7]2[N:8]=[C:9]3[CH:14]=[CH:13][C:12]([O:15][C:16]4[CH:21]=[CH:20][C:19]([NH:22][C:23]([C:25]5[N+:26]([O-:39])=[C:27]([C:32]6[CH:37]=[CH:36][CH:35]=[C:34]([F:38])[CH:33]=6)[C:28]([CH3:31])=[CH:29][CH:30]=5)=[O:24])=[CH:18][C:17]=4[F:40])=[CH:11][N:10]3[CH:41]=2)=[O:5])[CH2:3][CH2:2]1.O.[C:43]1([CH3:53])[CH:48]=[CH:47][C:46]([S:49]([OH:52])(=[O:51])=[O:50])=[CH:45][CH:44]=1.